This data is from Forward reaction prediction with 1.9M reactions from USPTO patents (1976-2016). The task is: Predict the product of the given reaction. (1) Given the reactants Cl[C:2]1[N:7]=[C:6]([C:8]2[N:12]3[CH:13]=[CH:14][CH:15]=[CH:16][C:11]3=[N:10][CH:9]=2)[C:5]([CH3:17])=[CH:4][N:3]=1.[NH2:18][C:19]1[CH:24]=[CH:23][C:22]([N:25]2[CH2:30][CH2:29][N:28]([CH2:31][CH2:32][OH:33])[C@H:27]([CH3:34])[CH2:26]2)=[CH:21][C:20]=1[O:35][CH3:36].CC1C=CC(S(O)(=O)=O)=CC=1, predict the reaction product. The product is: [N:10]1[CH:9]=[C:8]([C:6]2[C:5]([CH3:17])=[CH:4][N:3]=[C:2]([NH:18][C:19]3[CH:24]=[CH:23][C:22]([N:25]4[CH2:30][CH2:29][N:28]([CH2:31][CH2:32][OH:33])[C@H:27]([CH3:34])[CH2:26]4)=[CH:21][C:20]=3[O:35][CH3:36])[N:7]=2)[N:12]2[CH:13]=[CH:14][CH:15]=[CH:16][C:11]=12. (2) Given the reactants [CH:1]1[C:14]2[C:5](=[CH:6][C:7]3[C:12]([C:13]=2[CH2:15][N:16]([CH2:25][CH3:26])[CH2:17][CH2:18][CH2:19]OS(C)(=O)=O)=[CH:11][CH:10]=[CH:9][CH:8]=3)[CH:4]=[CH:3][CH:2]=1.[CH2:27]([O:29][CH2:30][CH2:31][CH2:32][NH2:33])[CH3:28], predict the reaction product. The product is: [CH:11]1[C:12]2[C:7](=[CH:6][C:5]3[C:14]([C:13]=2[CH2:15][N:16]([CH2:25][CH3:26])[CH2:17][CH2:18][CH2:19][NH:33][CH2:32][CH2:31][CH2:30][O:29][CH2:27][CH3:28])=[CH:1][CH:2]=[CH:3][CH:4]=3)[CH:8]=[CH:9][CH:10]=1. (3) Given the reactants [CH3:1][C:2]1[C:7]([Br:8])=[CH:6][CH:5]=[CH:4][C:3]=1[N:9]1[C:13](=[O:14])[N:12]([CH3:15])[N:11]=[N:10]1.N(C1(C#N)CCCCC1)=NC1(C#N)CCCCC1.[Br:34]N1C(=O)CCC1=O.ClC1C=CC=CC=1, predict the reaction product. The product is: [Br:34][CH2:1][C:2]1[C:7]([Br:8])=[CH:6][CH:5]=[CH:4][C:3]=1[N:9]1[C:13](=[O:14])[N:12]([CH3:15])[N:11]=[N:10]1. (4) Given the reactants [Cl:1][C:2]1[N:10]=[C:9]2[C:5]([N:6]=[CH:7][N:8]2[CH3:11])=[C:4]([N:12]2[CH2:17][CH2:16][O:15][CH2:14][CH2:13]2)[N:3]=1.CN(C)CCN(C)C.C([Li])CCC.[O:31]=[C:32]1[CH2:37][CH2:36][CH2:35][N:34]([C:38]([O:40][C:41]([CH3:44])([CH3:43])[CH3:42])=[O:39])[CH2:33]1, predict the reaction product. The product is: [Cl:1][C:2]1[N:10]=[C:9]2[C:5]([N:6]=[C:7]([C:32]3([OH:31])[CH2:37][CH2:36][CH2:35][N:34]([C:38]([O:40][C:41]([CH3:43])([CH3:42])[CH3:44])=[O:39])[CH2:33]3)[N:8]2[CH3:11])=[C:4]([N:12]2[CH2:17][CH2:16][O:15][CH2:14][CH2:13]2)[N:3]=1. (5) Given the reactants [F:1][C:2]1[CH:21]=[CH:20][C:5]([NH:6][C:7]([N:9]2[CH2:14][CH2:13][NH:12][CH:11]([C:15]([O:17][CH2:18][CH3:19])=[O:16])[CH2:10]2)=[O:8])=[CH:4][CH:3]=1.[CH2:22]([O:26][C:27]1[CH:32]=[CH:31][C:30]([S:33](Cl)(=[O:35])=[O:34])=[CH:29][CH:28]=1)[C:23]#[C:24][CH3:25], predict the reaction product. The product is: [CH2:22]([O:26][C:27]1[CH:32]=[CH:31][C:30]([S:33]([N:12]2[CH2:13][CH2:14][N:9]([C:7]([NH:6][C:5]3[CH:4]=[CH:3][C:2]([F:1])=[CH:21][CH:20]=3)=[O:8])[CH2:10][CH:11]2[C:15]([O:17][CH2:18][CH3:19])=[O:16])(=[O:35])=[O:34])=[CH:29][CH:28]=1)[C:23]#[C:24][CH3:25]. (6) Given the reactants [CH3:1][O:2][C:3]1[CH:4]=[C:5]([NH:11][CH2:12][CH2:13][C:14]2[CH:19]=[CH:18][C:17]([C:20]([F:23])([F:22])[F:21])=[CH:16][CH:15]=2)[CH:6]=[CH:7][C:8]=1[O:9][CH3:10].C(OC([NH:31][CH:32]([C:36]1[CH:41]=[CH:40][CH:39]=[CH:38][C:37]=1OC)[C:33](O)=[O:34])=O)(C)(C)C, predict the reaction product. The product is: [NH2:31][CH:32]([C:36]1[CH:41]=[CH:40][CH:39]=[CH:38][CH:37]=1)[C:33]([N:11]([C:5]1[CH:6]=[CH:7][C:8]([O:9][CH3:10])=[C:3]([O:2][CH3:1])[CH:4]=1)[CH2:12][CH2:13][C:14]1[CH:19]=[CH:18][C:17]([C:20]([F:22])([F:21])[F:23])=[CH:16][CH:15]=1)=[O:34].